This data is from Forward reaction prediction with 1.9M reactions from USPTO patents (1976-2016). The task is: Predict the product of the given reaction. Given the reactants [H-].[Na+].F[P-](F)(F)(F)(F)F.Cl[C:11]([C:18]1[CH:23]=[CH:22][C:21]([C:24]([F:27])([F:26])[F:25])=[CH:20][CH:19]=1)=[CH:12][C:13](=[N+](C)C)[CH3:14].[C:28]([O:32][CH2:33][CH3:34])(=[O:31])[CH2:29][SH:30], predict the reaction product. The product is: [CH3:14][C:13]1[CH:12]=[C:11]([C:18]2[CH:23]=[CH:22][C:21]([C:24]([F:27])([F:26])[F:25])=[CH:20][CH:19]=2)[S:30][C:29]=1[C:28]([O:32][CH2:33][CH3:34])=[O:31].